From a dataset of Full USPTO retrosynthesis dataset with 1.9M reactions from patents (1976-2016). Predict the reactants needed to synthesize the given product. (1) Given the product [CH3:8][C:6]1[CH:5]=[CH:4][C:3]([S:9][C:10]2[CH:15]=[CH:14][C:13]([OH:16])=[CH:12][CH:11]=2)=[C:2]([NH:1][C:32]2[C:19]3[CH:24]=[CH:23][C:22]([CH2:25][CH2:26][CH3:27])=[N:21][C:20]=3[N:28]=[CH:29][N:30]=2)[CH:7]=1, predict the reactants needed to synthesize it. The reactants are: [NH2:1][C:2]1[CH:7]=[C:6]([CH3:8])[CH:5]=[CH:4][C:3]=1[S:9][C:10]1[CH:15]=[CH:14][C:13]([OH:16])=[CH:12][CH:11]=1.C([C:19]1[C:20]([N:28]=[CH:29][N:30]([CH3:32])C)=[N:21][C:22]([CH2:25][CH2:26][CH3:27])=[CH:23][CH:24]=1)#N. (2) The reactants are: [C:1](Cl)(Cl)=[O:2].[NH2:5][CH2:6][C:7]1[CH:33]=[CH:32][CH:31]=[CH:30][C:8]=1[CH2:9][O:10][C:11]1[CH:16]=[C:15]([CH3:17])[N:14]([CH2:18][C:19]2[CH:24]=[CH:23][C:22]([O:25][CH3:26])=[C:21]([Cl:27])[CH:20]=2)[C:13](=[O:28])[C:12]=1[Cl:29].C([O-])(O)=O.[Na+].[NH2:39][C:40]1[N:44]([C:45]2[CH:50]=[CH:49][C:48]([OH:51])=[CH:47][CH:46]=2)[N:43]=[C:42]([C:52]([CH3:55])([CH3:54])[CH3:53])[CH:41]=1. Given the product [C:52]([C:42]1[CH:41]=[C:40]([NH:39][C:1]([NH:5][CH2:6][C:7]2[CH:33]=[CH:32][CH:31]=[CH:30][C:8]=2[CH2:9][O:10][C:11]2[CH:16]=[C:15]([CH3:17])[N:14]([CH2:18][C:19]3[CH:24]=[CH:23][C:22]([O:25][CH3:26])=[C:21]([Cl:27])[CH:20]=3)[C:13](=[O:28])[C:12]=2[Cl:29])=[O:2])[N:44]([C:45]2[CH:50]=[CH:49][C:48]([OH:51])=[CH:47][CH:46]=2)[N:43]=1)([CH3:55])([CH3:54])[CH3:53], predict the reactants needed to synthesize it.